The task is: Predict the reactants needed to synthesize the given product.. This data is from Full USPTO retrosynthesis dataset with 1.9M reactions from patents (1976-2016). The reactants are: [Br:1][C:2]1[CH:3]=[C:4]([S:9](Cl)(=[O:11])=[O:10])[CH:5]=[CH:6][C:7]=1[F:8].[CH3:13][N:14]([CH3:20])[CH:15]1[CH2:19][CH2:18][NH:17][CH2:16]1. Given the product [Br:1][C:2]1[CH:3]=[C:4]([S:9]([N:17]2[CH2:18][CH2:19][CH:15]([N:14]([CH3:20])[CH3:13])[CH2:16]2)(=[O:11])=[O:10])[CH:5]=[CH:6][C:7]=1[F:8], predict the reactants needed to synthesize it.